Dataset: Forward reaction prediction with 1.9M reactions from USPTO patents (1976-2016). Task: Predict the product of the given reaction. Given the reactants [F:1][C:2]1[CH:3]=[C:4]2[C:8](=[CH:9][CH:10]=1)[N:7]([N:11]=O)[CH2:6][C:5]2([CH3:14])[CH3:13].[H-].[H-].[H-].[H-].[Li+].[Al+3], predict the reaction product. The product is: [F:1][C:2]1[CH:3]=[C:4]2[C:8](=[CH:9][CH:10]=1)[N:7]([NH2:11])[CH2:6][C:5]2([CH3:14])[CH3:13].